From a dataset of Catalyst prediction with 721,799 reactions and 888 catalyst types from USPTO. Predict which catalyst facilitates the given reaction. (1) Product: [F:36][C:33]1[CH:34]=[CH:35][C:30]([CH2:29][NH:28][C:27]([C:25]2[CH:26]=[C:21]([C:18]3[CH2:17][C@@H:16]([C@H:13]4[CH2:12][O:11][C@H:10]([CH2:9][NH:8][C:6](=[O:7])[C@@H:5]([OH:4])[CH3:41])[CH2:15][O:14]4)[O:20][N:19]=3)[N:22]=[C:23]([CH3:40])[N:24]=2)=[O:39])=[CH:31][C:32]=1[O:37][CH3:38]. Reactant: C([O:4][C@@H:5]([CH3:41])[C:6]([NH:8][CH2:9][C@@H:10]1[CH2:15][O:14][C@@H:13]([C@H:16]2[O:20][N:19]=[C:18]([C:21]3[CH:26]=[C:25]([C:27](=[O:39])[NH:28][CH2:29][C:30]4[CH:35]=[CH:34][C:33]([F:36])=[C:32]([O:37][CH3:38])[CH:31]=4)[N:24]=[C:23]([CH3:40])[N:22]=3)[CH2:17]2)[CH2:12][O:11]1)=[O:7])(=O)C.[OH-].[Li+]. The catalyst class is: 290. (2) Reactant: [CH3:1][O:2][C:3]1[CH:8]=[CH:7][CH:6]=[CH:5][C:4]=1[C:9]1[C:14]([N+:15]([O-])=O)=[CH:13][C:12]([C:18]2[CH:23]=[CH:22][CH:21]=[CH:20][C:19]=2[O:24][CH3:25])=[CH:11][N:10]=1.O.O.[Sn](Cl)Cl. Product: [CH3:1][O:2][C:3]1[CH:8]=[CH:7][CH:6]=[CH:5][C:4]=1[C:9]1[C:14]([NH2:15])=[CH:13][C:12]([C:18]2[CH:23]=[CH:22][CH:21]=[CH:20][C:19]=2[O:24][CH3:25])=[CH:11][N:10]=1. The catalyst class is: 25. (3) Reactant: [C:9](O[C:9]([O:11][C:12]([CH3:15])([CH3:14])[CH3:13])=[O:10])([O:11][C:12]([CH3:15])([CH3:14])[CH3:13])=[O:10].C(N(CC)CC)C.[CH3:23][O:24][C:25]([C:27]1[C:28]([NH:40][C:41]2[CH:46]=[CH:45][C:44]([Br:47])=[CH:43][C:42]=2[Cl:48])=[C:29]([Cl:39])[C:30]2[N:31]([C:33]([CH2:36][NH:37][CH3:38])=[CH:34][N:35]=2)[CH:32]=1)=[O:26]. Product: [CH3:23][O:24][C:25]([C:27]1[C:28]([NH:40][C:41]2[CH:46]=[CH:45][C:44]([Br:47])=[CH:43][C:42]=2[Cl:48])=[C:29]([Cl:39])[C:30]2[N:31]([C:33]([CH2:36][N:37]([C:9]([O:11][C:12]([CH3:13])([CH3:14])[CH3:15])=[O:10])[CH3:38])=[CH:34][N:35]=2)[CH:32]=1)=[O:26]. The catalyst class is: 4. (4) Reactant: Cl.[C:2]([O:6][C:7](=[O:11])[C@H:8]([CH3:10])[NH2:9])([CH3:5])([CH3:4])[CH3:3].[C:12](=N)([C:19]1[CH:24]=[CH:23][CH:22]=[CH:21][CH:20]=1)[C:13]1[CH:18]=[CH:17][CH:16]=[CH:15][CH:14]=1. Product: [C:2]([O:6][C:7](=[O:11])[C@@H:8]([N:9]=[C:12]([C:13]1[CH:18]=[CH:17][CH:16]=[CH:15][CH:14]=1)[C:19]1[CH:24]=[CH:23][CH:22]=[CH:21][CH:20]=1)[CH3:10])([CH3:5])([CH3:4])[CH3:3]. The catalyst class is: 46.